From a dataset of Reaction yield outcomes from USPTO patents with 853,638 reactions. Predict the reaction yield, written as a fraction of the theoretical maximum amount of product (1.0 means a 100% yield; for example, 0.34 means a 34% yield). (1) The reactants are [CH:1]1([CH:7]([C:19]2[CH:23]=[C:22]([C:24]3[CH:29]=[CH:28][N:27]=[CH:26][CH:25]=3)[O:21][C:20]=2[CH3:30])[O:8][C:9]2[CH:18]=[CH:17][C:12]([C:13]([O:15]C)=[O:14])=[CH:11][CH:10]=2)[CH2:6][CH2:5][CH2:4][CH2:3][CH2:2]1.[OH-].[Na+].O.Cl. The catalyst is CO.O1CCCC1. The product is [CH:1]1([CH:7]([C:19]2[CH:23]=[C:22]([C:24]3[CH:29]=[CH:28][N:27]=[CH:26][CH:25]=3)[O:21][C:20]=2[CH3:30])[O:8][C:9]2[CH:10]=[CH:11][C:12]([C:13]([OH:15])=[O:14])=[CH:17][CH:18]=2)[CH2:6][CH2:5][CH2:4][CH2:3][CH2:2]1. The yield is 0.450. (2) The reactants are [Br:1][C:2]1[CH:10]=[CH:9][CH:8]=[C:7]2[C:3]=1[C:4]1([C:19]3[CH:20]=[C:21]([F:25])[C:22]([F:24])=[CH:23][C:18]=3[O:17][CH2:16]1)[C:5](=[O:15])[N:6]2[CH2:11][C:12]([OH:14])=O.C(Cl)(=O)C(Cl)=O.[F:32][C:33]1[CH:39]=[CH:38][CH:37]=[CH:36][C:34]=1[NH2:35].ClCCl. The catalyst is C1(C)C=CC=CC=1.CN(C=O)C. The product is [Br:1][C:2]1[CH:10]=[CH:9][CH:8]=[C:7]2[C:3]=1[C:4]1([C:19]3[CH:20]=[C:21]([F:25])[C:22]([F:24])=[CH:23][C:18]=3[O:17][CH2:16]1)[C:5](=[O:15])[N:6]2[CH2:11][C:12]([NH:35][C:34]1[CH:36]=[CH:37][CH:38]=[CH:39][C:33]=1[F:32])=[O:14]. The yield is 0.760. (3) The product is [Br:1][C:2]1[CH:7]=[C:6]([CH:8]=[CH:14][N:15]([CH3:17])[CH3:16])[C:5]([N+:9]([O-:11])=[O:10])=[CH:4][N:3]=1. The reactants are [Br:1][C:2]1[CH:7]=[C:6]([CH3:8])[C:5]([N+:9]([O-:11])=[O:10])=[CH:4][N:3]=1.CO[CH:14](OC)[N:15]([CH3:17])[CH3:16].O. The catalyst is CN(C)C=O. The yield is 0.830. (4) The reactants are [Cl:1][C:2]1[CH:7]=[CH:6][C:5]([C:8]2[C:12]3[CH2:13][NH:14][CH2:15][CH2:16][C:11]=3[N:10]([CH2:17][CH:18]([OH:34])[CH2:19][N:20]3[CH2:25][CH2:24][N:23]([C:26]4[CH:33]=[CH:32][CH:31]=[CH:30][C:27]=4[C:28]#[N:29])[CH2:22][CH2:21]3)[N:9]=2)=[CH:4][C:3]=1[CH3:35].Cl[C:37](=[O:42])[C:38]([O:40][CH3:41])=[O:39].CO.C(Cl)Cl. The catalyst is C(Cl)Cl. The product is [CH3:41][O:40][C:38](=[O:39])[C:37]([N:14]1[CH2:15][CH2:16][C:11]2[N:10]([CH2:17][CH:18]([OH:34])[CH2:19][N:20]3[CH2:25][CH2:24][N:23]([C:26]4[CH:33]=[CH:32][CH:31]=[CH:30][C:27]=4[C:28]#[N:29])[CH2:22][CH2:21]3)[N:9]=[C:8]([C:5]3[CH:6]=[CH:7][C:2]([Cl:1])=[C:3]([CH3:35])[CH:4]=3)[C:12]=2[CH2:13]1)=[O:42]. The yield is 0.790. (5) The reactants are [CH2:1]1[C:9]2[C:4](=[CH:5][CH:6]=[CH:7][CH:8]=2)[CH2:3][NH:2]1.[Cl:10][C:11]1[CH:16]=[CH:15][C:14]([N:17]=[C:18]=[O:19])=[C:13]([CH3:20])[CH:12]=1. The catalyst is O1CCOCC1. The product is [Cl:10][C:11]1[CH:16]=[CH:15][C:14]([NH:17][C:18]([N:2]2[CH2:3][C:4]3[C:9](=[CH:8][CH:7]=[CH:6][CH:5]=3)[CH2:1]2)=[O:19])=[C:13]([CH3:20])[CH:12]=1. The yield is 0.940. (6) The reactants are [F:1][C:2]1[C:10]([F:11])=[CH:9][C:5]([C:6]([NH2:8])=O)=[C:4]([N+:12]([O-:14])=[O:13])[CH:3]=1.O(C(C(F)(F)F)=O)C(C(F)(F)F)=O.CCN(CC)CC. The catalyst is C(Cl)Cl. The product is [F:1][C:2]1[C:10]([F:11])=[CH:9][C:5]([C:6]#[N:8])=[C:4]([N+:12]([O-:14])=[O:13])[CH:3]=1. The yield is 1.00. (7) The reactants are [CH2:1]([N:3]1[C:11]2[C:6](=[CH:7][CH:8]=[CH:9][CH:10]=2)[C:5](=O)[C:4]1=[O:13])[CH3:2]. The catalyst is O.NN. The product is [CH2:1]([N:3]1[C:11]2[C:6](=[CH:7][CH:8]=[CH:9][CH:10]=2)[CH2:5][C:4]1=[O:13])[CH3:2]. The yield is 0.940. (8) The reactants are [F:1][C:2]1[CH:7]=[C:6]([F:8])[CH:5]=[C:4](F)[C:3]=1[N+:10]([O-:12])=[O:11].[CH3:13][NH2:14].O. The catalyst is CCO. The product is [F:1][C:2]1[C:3]([N+:10]([O-:12])=[O:11])=[C:4]([NH:14][CH3:13])[CH:5]=[C:6]([F:8])[CH:7]=1. The yield is 0.830. (9) The reactants are [CH:1]1([CH2:6][CH:7]([C:11]2[CH:16]=[CH:15][C:14]([S:17]([CH3:20])(=[O:19])=[O:18])=[C:13]([C:21]([F:24])([F:23])[F:22])[CH:12]=2)[C:8](O)=[O:9])[CH2:5][CH2:4][CH2:3][CH2:2]1.F[P-](F)(F)(F)(F)F.N1(O[P+](N(C)C)(N(C)C)N(C)C)C2C=CC=CC=2N=N1.[NH2:52][C:53]1[S:54][C:55]2[CH:61]=[CH:60][CH:59]=[CH:58][C:56]=2[N:57]=1.C(N(CC)CC)C. The catalyst is C(Cl)Cl. The product is [S:54]1[C:55]2[CH:61]=[CH:60][CH:59]=[CH:58][C:56]=2[N:57]=[C:53]1[NH:52][C:8](=[O:9])[CH:7]([C:11]1[CH:16]=[CH:15][C:14]([S:17]([CH3:20])(=[O:19])=[O:18])=[C:13]([C:21]([F:24])([F:23])[F:22])[CH:12]=1)[CH2:6][CH:1]1[CH2:5][CH2:4][CH2:3][CH2:2]1. The yield is 0.826. (10) The reactants are N[C:2]1[C:7]([N+:8]([O-:10])=[O:9])=[CH:6][CH:5]=[CH:4][C:3]=1[OH:11].N([O-])=O.[Na+].[ClH:16]. The catalyst is O.OS(O)(=O)=O.Cl[Cu]. The product is [Cl:16][C:2]1[C:7]([N+:8]([O-:10])=[O:9])=[CH:6][CH:5]=[CH:4][C:3]=1[OH:11]. The yield is 0.620.